This data is from Forward reaction prediction with 1.9M reactions from USPTO patents (1976-2016). The task is: Predict the product of the given reaction. (1) The product is: [CH3:1][O:2][C:3]1[CH:8]=[CH:7][C:6]([O:9][CH3:10])=[CH:5][C:4]=1[CH:11]1[CH2:15][CH2:14][CH2:13][CH:12]1[CH2:16][CH:17]=[O:38]. Given the reactants [CH3:1][O:2][C:3]1[CH:8]=[CH:7][C:6]([O:9][CH3:10])=[CH:5][C:4]=1[CH:11]1[CH2:15][CH2:14][CH2:13][CH:12]1[CH2:16][C:17]#N.[H-].C([Al+]CC(C)C)C(C)C.C1(C)C=CC=CC=1.CC[O:38]CC, predict the reaction product. (2) Given the reactants C=O.[C:3](=O)([O-])[O-:4].[K+].[K+].[CH3:9][O:10][C:11]([C:13]1([CH2:20][C:21]2[CH:26]=[CH:25][C:24]([Cl:27])=[CH:23][CH:22]=2)[CH2:17][CH2:16][CH:15]([CH3:18])[C:14]1=[O:19])=[O:12], predict the reaction product. The product is: [CH3:9][O:10][C:11]([C:13]1([CH2:20][C:21]2[CH:22]=[CH:23][C:24]([Cl:27])=[CH:25][CH:26]=2)[CH2:17][CH2:16][C:15]([CH2:3][OH:4])([CH3:18])[C:14]1=[O:19])=[O:12].